Dataset: Full USPTO retrosynthesis dataset with 1.9M reactions from patents (1976-2016). Task: Predict the reactants needed to synthesize the given product. (1) Given the product [CH3:17][O:15][C:14](=[O:16])[CH2:13][C:10]1[CH:9]=[CH:8][C:7]([C:5]#[N:6])=[CH:12][CH:11]=1, predict the reactants needed to synthesize it. The reactants are: S(Cl)(Cl)=O.[C:5]([C:7]1[CH:12]=[CH:11][C:10]([CH2:13][C:14]([OH:16])=[O:15])=[CH:9][CH:8]=1)#[N:6].[CH3:17]O. (2) The reactants are: [Br:1][C:2]1[CH:9]=[C:8](F)[CH:7]=[CH:6][C:3]=1[C:4]#[N:5].[CH2:11]1[CH2:18][CH:17]([NH2:19])[C:15](=[O:16])[NH:14][CH2:13][CH2:12]1.Cl.CCN(C(C)C)C(C)C.O. Given the product [Br:1][C:2]1[CH:9]=[C:8]([NH:19][CH:17]2[CH2:18][CH2:11][CH2:12][CH2:13][NH:14][C:15]2=[O:16])[CH:7]=[CH:6][C:3]=1[C:4]#[N:5], predict the reactants needed to synthesize it. (3) Given the product [C:26]([NH:1][C:2]1[C:3]2[S:10][CH:9]=[C:8]([C:11]([NH:13][C:14]3[C:19]([Cl:20])=[C:18]([O:21][CH3:22])[CH:17]=[C:16]([O:23][CH3:24])[C:15]=3[Cl:25])=[O:12])[C:4]=2[N:5]=[CH:6][N:7]=1)(=[O:28])[CH3:27], predict the reactants needed to synthesize it. The reactants are: [NH2:1][C:2]1[C:3]2[S:10][CH:9]=[C:8]([C:11]([NH:13][C:14]3[C:19]([Cl:20])=[C:18]([O:21][CH3:22])[CH:17]=[C:16]([O:23][CH3:24])[C:15]=3[Cl:25])=[O:12])[C:4]=2[N:5]=[CH:6][N:7]=1.[C:26](O)(=[O:28])[CH3:27]. (4) Given the product [CH:13]1([C:16]2[N:21]=[C:20]([C:22]3[S:26][C:25]([NH:27][C:32]([N:9]4[CH:10]=[CH:11][N:12]=[CH:8]4)=[O:33])=[N:24][C:23]=3[CH3:28])[CH:19]=[N:18][CH:17]=2)[CH2:15][CH2:14]1, predict the reactants needed to synthesize it. The reactants are: C([C:8]1[NH:9][CH:10]=[CH:11][N:12]=1)([C:8]1[NH:9][CH:10]=[CH:11][N:12]=1)=O.[CH:13]1([C:16]2[N:21]=[C:20]([C:22]3[S:26][C:25]([NH2:27])=[N:24][C:23]=3[CH3:28])[CH:19]=[N:18][CH:17]=2)[CH2:15][CH2:14]1.CN([CH:32]=[O:33])C. (5) Given the product [C:1]([C:4]1[C:22](=[O:23])[C@@:8]2([CH3:24])[C:9]3[C:15]([OH:16])=[CH:14][C:13]([O:17][CH3:18])=[C:12]([C:19]([NH:21][CH2:26][C:28]4[C:37]5[C:32](=[CH:33][CH:34]=[CH:35][CH:36]=5)[CH:31]=[C:30]([C:38]([O:40][CH3:41])=[O:39])[CH:29]=4)=[O:20])[C:10]=3[O:11][C:7]2=[CH:6][C:5]=1[OH:25])(=[O:3])[CH3:2], predict the reactants needed to synthesize it. The reactants are: [C:1]([C:4]1[C:22](=[O:23])[C@@:8]2([CH3:24])[C:9]3[C:15]([OH:16])=[CH:14][C:13]([O:17][CH3:18])=[C:12]([C:19]([NH2:21])=[O:20])[C:10]=3[O:11][C:7]2=[CH:6][C:5]=1[OH:25])(=[O:3])[CH3:2].[CH:26]([C:28]1[C:37]2[C:32](=[CH:33][CH:34]=[CH:35][CH:36]=2)[CH:31]=[C:30]([C:38]([O:40][CH3:41])=[O:39])[CH:29]=1)=O.C([SiH](CC)CC)C.FC(F)(F)C(O)=O.